From a dataset of Full USPTO retrosynthesis dataset with 1.9M reactions from patents (1976-2016). Predict the reactants needed to synthesize the given product. (1) The reactants are: [CH2:1]([C:5]1[CH:10]=[CH:9][C:8]([C:11]2[O:15][N:14]=[C:13]([C:16]3[CH:17]=[CH:18][C:19](C=O)=[N:20][CH:21]=3)[N:12]=2)=[CH:7][CH:6]=1)[CH:2]([CH3:4])[CH3:3].C(C1C=CC(C2ON=C(C3N=CC([CH2:45][NH:46][CH:47]4[CH2:50][CH:49]([C:51]([OH:53])=[O:52])[CH2:48]4)=NC=3)N=2)=CC=1)C(C)C. Given the product [CH2:1]([C:5]1[CH:6]=[CH:7][C:8]([C:11]2[O:15][N:14]=[C:13]([C:16]3[CH:17]=[CH:18][C:19]([CH2:45][NH:46][C@@H:47]4[CH2:50][C@H:49]([C:51]([OH:53])=[O:52])[CH2:48]4)=[N:20][CH:21]=3)[N:12]=2)=[CH:9][CH:10]=1)[CH:2]([CH3:4])[CH3:3], predict the reactants needed to synthesize it. (2) Given the product [Cl:1][C:2]1[CH:3]=[C:4]([C:10]([OH:12])=[O:11])[C:5]2[N:6]([C:13]([CH3:14])=[N:9][N:8]=2)[N:7]=1, predict the reactants needed to synthesize it. The reactants are: [Cl:1][C:2]1[N:7]=[N:6][C:5]([NH:8][NH2:9])=[C:4]([C:10]([OH:12])=[O:11])[CH:3]=1.[CH3:13][C:14](O)=O. (3) Given the product [CH2:24]([O:31][C:32]([N:34]1[CH2:39][C@H:38]([C:40]2[N:44]3[CH:45]=[CH:46][N:47]=[C:48]([NH:49][CH2:50][C:51]4[CH:56]=[CH:55][C:54]([O:57][CH3:58])=[CH:53][C:52]=4[O:59][CH3:60])[C:43]3=[C:42]([Br:61])[N:41]=2)[CH2:37][CH2:36][C@@H:35]1[C:62]([F:63])([F:64])[F:65])=[O:33])[C:25]1[CH:30]=[CH:29][CH:28]=[CH:27][CH:26]=1, predict the reactants needed to synthesize it. The reactants are: C(OC(N1[C@@H](C(F)(F)F)CC[C@@H](C(O)=O)C1)=O)C1C=CC=CC=1.[CH2:24]([O:31][C:32]([N:34]1[CH2:39][C@H:38]([C:40]2[N:44]3[CH:45]=[CH:46][N:47]=[C:48]([NH:49][CH2:50][C:51]4[CH:56]=[CH:55][C:54]([O:57][CH3:58])=[CH:53][C:52]=4[O:59][CH3:60])[C:43]3=[C:42]([Br:61])[N:41]=2)[CH2:37][CH2:36][C@H:35]1[C:62]([F:65])([F:64])[F:63])=[O:33])[C:25]1[CH:30]=[CH:29][CH:28]=[CH:27][CH:26]=1.C(OC(N1C[C@@H](C2N3C=CN=C(NCC4C=CC(OC)=CC=4OC)C3=C(Br)N=2)CC[C@@H]1C(F)(F)F)=O)C1C=CC=CC=1. (4) Given the product [Cl:18][C:13]1[C:14]([O:16][CH3:17])=[CH:15][C:10]2[O:9][CH:8]([C:19]([N:21]3[CH2:22][CH2:23][C:24]([C:35]#[N:36])([CH2:27][C:28]4[CH:33]=[CH:32][C:31]([F:34])=[CH:30][CH:29]=4)[CH2:25][CH2:26]3)=[O:20])[CH2:7][N:6]([CH2:5][C:4]([NH:39][CH3:38])=[O:3])[C:11]=2[CH:12]=1, predict the reactants needed to synthesize it. The reactants are: C([O:3][C:4](=O)[CH2:5][N:6]1[C:11]2[CH:12]=[C:13]([Cl:18])[C:14]([O:16][CH3:17])=[CH:15][C:10]=2[O:9][CH:8]([C:19]([N:21]2[CH2:26][CH2:25][C:24]([C:35]#[N:36])([CH2:27][C:28]3[CH:33]=[CH:32][C:31]([F:34])=[CH:30][CH:29]=3)[CH2:23][CH2:22]2)=[O:20])[CH2:7]1)C.[CH3:38][NH2:39]. (5) The reactants are: C(C([NH:12][C:13]([C:15]1[C:20]([O:21][CH2:22][C:23]2[CH:28]=[CH:27][CH:26]=[CH:25][CH:24]=2)=[C:19]([CH3:29])[N:18]=[C:17]([CH2:30][CH:31]2[CH2:36][CH2:35][N:34]([C:37]3[CH:42]=[CH:41][C:40]([C:43]4[CH:48]=[CH:47][C:46]([CH:49]([O:51]COC)[CH3:50])=[CH:45][N:44]=4)=[CH:39][CH:38]=3)[CH2:33][CH2:32]2)[N:16]=1)=[O:14])C([O-])=O)C1C=CC=CC=1.Cl.O1CCOCC1.[CH3:62][CH2:63][CH2:64][CH2:65][CH2:66]C.[C:68]([O:71][CH2:72][CH3:73])(=[O:70])[CH3:69]. Given the product [CH2:22]([O:21][C:20]1[C:15]([C:13]([NH:12][CH2:69][C:68]([O:71][CH2:72][C:73]2[CH:66]=[CH:65][CH:64]=[CH:63][CH:62]=2)=[O:70])=[O:14])=[N:16][C:17]([CH2:30][CH:31]2[CH2:36][CH2:35][N:34]([C:37]3[CH:42]=[CH:41][C:40]([C:43]4[CH:48]=[CH:47][C:46]([CH:49]([OH:51])[CH3:50])=[CH:45][N:44]=4)=[CH:39][CH:38]=3)[CH2:33][CH2:32]2)=[N:18][C:19]=1[CH3:29])[C:23]1[CH:24]=[CH:25][CH:26]=[CH:27][CH:28]=1, predict the reactants needed to synthesize it. (6) The reactants are: [CH3:1][C:2]1[C:7]([OH:8])=[CH:6][CH:5]=[C:4]([CH3:9])[N:3]=1.C([O-])([O-])=O.[Cs+].[Cs+].[F:16][C:17]1[CH:18]=[C:19]([N+:24]([O-:26])=[O:25])[CH:20]=[CH:21][C:22]=1F. Given the product [F:16][C:17]1[CH:18]=[C:19]([N+:24]([O-:26])=[O:25])[CH:20]=[CH:21][C:22]=1[O:8][C:7]1[C:2]([CH3:1])=[N:3][C:4]([CH3:9])=[CH:5][CH:6]=1, predict the reactants needed to synthesize it. (7) Given the product [ClH:29].[Br:1][C:2]1[CH:3]=[C:4]2[C:12](=[CH:13][CH:14]=1)[NH:11][C:10]1[C@H:9]([NH:15][C@@H:16]([C:18]3[CH:23]=[CH:22][CH:21]=[CH:20][CH:19]=3)[CH3:17])[CH2:8][CH2:7][CH2:6][C:5]2=1, predict the reactants needed to synthesize it. The reactants are: [Br:1][C:2]1[CH:3]=[C:4]2[C:12](=[CH:13][CH:14]=1)[NH:11][C:10]1[CH:9]([NH:15][C@@H:16]([C:18]3[CH:23]=[CH:22][CH:21]=[CH:20][CH:19]=3)[CH3:17])[CH2:8][CH2:7][CH2:6][C:5]2=1.C(NCC)C.[ClH:29]. (8) Given the product [C:23]([O:27][C:28]([N:14]1[CH2:15][CH2:16][N:11]([C:7]2[CH:8]=[CH:9][CH:10]=[C:5]([N+:2]([O-:4])=[O:3])[CH:6]=2)[CH2:12][CH2:13]1)=[O:29])([CH3:26])([CH3:25])[CH3:24], predict the reactants needed to synthesize it. The reactants are: Cl.[N+:2]([C:5]1[CH:6]=[C:7]([N:11]2[CH2:16][CH2:15][NH:14][CH2:13][CH2:12]2)[CH:8]=[CH:9][CH:10]=1)([O-:4])=[O:3].C(=O)([O-])[O-].[K+].[K+].[C:23]([O:27][C:28](O[C:28]([O:27][C:23]([CH3:26])([CH3:25])[CH3:24])=[O:29])=[O:29])([CH3:26])([CH3:25])[CH3:24].O. (9) The reactants are: Cl[C:2]([O:4][C:5]1[CH:10]=[CH:9][CH:8]=[CH:7][CH:6]=1)=[O:3].[NH2:11][C:12]1[C:21]2[C:16](=[CH:17][CH:18]=[CH:19][CH:20]=2)[C:15]([O:22][C:23]2[CH:28]=[CH:27][N:26]=[C:25]([NH:29][C:30]3[CH:35]=[C:34]([O:36][CH2:37][CH2:38][O:39][CH2:40][CH2:41][O:42][CH2:43][CH2:44][O:45][CH3:46])[CH:33]=[C:32]([O:47][CH3:48])[CH:31]=3)[N:24]=2)=[CH:14][CH:13]=1.C([O-])(O)=O.[Na+]. Given the product [CH3:48][O:47][C:32]1[CH:31]=[C:30]([NH:29][C:25]2[N:24]=[C:23]([O:22][C:15]3[C:16]4[C:21](=[CH:20][CH:19]=[CH:18][CH:17]=4)[C:12]([NH:11][C:2](=[O:3])[O:4][C:5]4[CH:10]=[CH:9][CH:8]=[CH:7][CH:6]=4)=[CH:13][CH:14]=3)[CH:28]=[CH:27][N:26]=2)[CH:35]=[C:34]([O:36][CH2:37][CH2:38][O:39][CH2:40][CH2:41][O:42][CH2:43][CH2:44][O:45][CH3:46])[CH:33]=1, predict the reactants needed to synthesize it.